The task is: Regression. Given two drug SMILES strings and cell line genomic features, predict the synergy score measuring deviation from expected non-interaction effect.. This data is from NCI-60 drug combinations with 297,098 pairs across 59 cell lines. Drug 1: COC1=CC(=CC(=C1O)OC)C2C3C(COC3=O)C(C4=CC5=C(C=C24)OCO5)OC6C(C(C7C(O6)COC(O7)C8=CC=CS8)O)O. Drug 2: CC=C1C(=O)NC(C(=O)OC2CC(=O)NC(C(=O)NC(CSSCCC=C2)C(=O)N1)C(C)C)C(C)C. Cell line: OVCAR-5. Synergy scores: CSS=76.0, Synergy_ZIP=3.09, Synergy_Bliss=1.87, Synergy_Loewe=1.50, Synergy_HSA=3.92.